From a dataset of Reaction yield outcomes from USPTO patents with 853,638 reactions. Predict the reaction yield, written as a fraction of the theoretical maximum amount of product (1.0 means a 100% yield; for example, 0.34 means a 34% yield). (1) The product is [Cl:1][C:2]1[C:11]([C:12](=[O:14])[CH3:13])=[CH:10][C:9]2[C:4](=[CH:5][C:6]([F:15])=[CH:7][CH:8]=2)[N:3]=1. The yield is 0.810. The reactants are [Cl:1][C:2]1[C:11]([CH:12]([OH:14])[CH3:13])=[CH:10][C:9]2[C:4](=[CH:5][C:6]([F:15])=[CH:7][CH:8]=2)[N:3]=1. The catalyst is O=[Mn]=O.C1(C)C=CC=CC=1. (2) The reactants are [O:1]=[C:2]([CH2:7][CH3:8])[C:3]([O:5][CH3:6])=[O:4].[Br:9]Br. The catalyst is C(Cl)Cl.CCOC(C)=O. The product is [Br:9][CH:7]([CH3:8])[C:2](=[O:1])[C:3]([O:5][CH3:6])=[O:4]. The yield is 0.710.